Dataset: Peptide-MHC class II binding affinity with 134,281 pairs from IEDB. Task: Regression. Given a peptide amino acid sequence and an MHC pseudo amino acid sequence, predict their binding affinity value. This is MHC class II binding data. (1) The peptide sequence is GELQIVDKIDVAFKI. The MHC is DRB1_1201 with pseudo-sequence DRB1_1201. The binding affinity (normalized) is 0.561. (2) The peptide sequence is MWDPDVYLAFSGHRN. The MHC is DRB4_0101 with pseudo-sequence DRB4_0103. The binding affinity (normalized) is 0.397. (3) The peptide sequence is CDPKRYFVPIFSEAV. The MHC is H-2-IAb with pseudo-sequence H-2-IAb. The binding affinity (normalized) is 0.659. (4) The binding affinity (normalized) is 0. The MHC is DRB1_0401 with pseudo-sequence DRB1_0401. The peptide sequence is GWSSLGREYAAVAEE. (5) The peptide sequence is NISGYNFSLGAAVKA. The MHC is DRB1_0101 with pseudo-sequence DRB1_0101. The binding affinity (normalized) is 0.891. (6) The peptide sequence is QEALEDFREFSRAKG. The MHC is HLA-DPA10103-DPB10401 with pseudo-sequence HLA-DPA10103-DPB10401. The binding affinity (normalized) is 0.356. (7) The peptide sequence is VKLEGRVIDLGCGRG. The MHC is DRB1_0404 with pseudo-sequence DRB1_0404. The binding affinity (normalized) is 0.281.